From a dataset of Catalyst prediction with 721,799 reactions and 888 catalyst types from USPTO. Predict which catalyst facilitates the given reaction. (1) Reactant: [Cl:1][C:2]1[S:3][C:4]2[C:5]([N:23]=1)=[CH:6][C:7]1[C:8]([CH3:22])=[CH:9][C:10]([CH3:21])([CH3:20])[N:11](C(=O)C(F)(F)F)[C:12]=1[CH:13]=2.[BH4-].[Na+]. Product: [Cl:1][C:2]1[S:3][C:4]2[C:5]([N:23]=1)=[CH:6][C:7]1[C:8]([CH3:22])=[CH:9][C:10]([CH3:20])([CH3:21])[NH:11][C:12]=1[CH:13]=2. The catalyst class is: 24. (2) Reactant: [CH3:1][C:2]1[N:6]=[C:5]([CH3:7])[S:4][C:3]=1/[CH:8]=[CH:9]/[C:10](N(C)C)=O.[NH:15]([C:19]1[CH:20]=[C:21]([S:25]([NH:28][CH2:29][CH2:30][O:31][CH3:32])(=[O:27])=[O:26])[CH:22]=[CH:23][CH:24]=1)[C:16]([NH2:18])=[NH:17]. Product: [CH3:7][C:5]1[S:4][C:3]([C:8]2[CH:9]=[CH:10][N:18]=[C:16]([NH:15][C:19]3[CH:20]=[C:21]([S:25]([NH:28][CH2:29][CH2:30][O:31][CH3:32])(=[O:27])=[O:26])[CH:22]=[CH:23][CH:24]=3)[N:17]=2)=[C:2]([CH3:1])[N:6]=1. The catalyst class is: 23. (3) Reactant: [CH3:1][N:2]1[C:6]([CH:7]=[N:8]O)=[CH:5][C:4]([CH3:10])=[N:3]1. Product: [CH3:1][N:2]1[C:6]([CH2:7][NH2:8])=[CH:5][C:4]([CH3:10])=[N:3]1. The catalyst class is: 331. (4) Reactant: [I:1][C:2]1[C:6]([CH:7]=O)=[CH:5][N:4]([CH:9]2[CH2:14][CH2:13][CH2:12][CH2:11][O:10]2)[N:3]=1.[CH3:15][NH:16][CH2:17][CH2:18][NH:19][C:20](=[O:26])[O:21][C:22]([CH3:25])([CH3:24])[CH3:23].[BH-](OC(C)=O)(OC(C)=O)OC(C)=O.[Na+]. Product: [I:1][C:2]1[C:6]([CH2:7][N:16]([CH3:15])[CH2:17][CH2:18][NH:19][C:20](=[O:26])[O:21][C:22]([CH3:23])([CH3:24])[CH3:25])=[CH:5][N:4]([CH:9]2[CH2:14][CH2:13][CH2:12][CH2:11][O:10]2)[N:3]=1. The catalyst class is: 68. (5) Reactant: Cl.O.[NH:3]1[CH2:8][CH2:7][C:6](=[O:9])[CH2:5][CH2:4]1.C(=O)([O-])[O-].[K+].[K+].Br[CH2:17][C:18]([O:20][CH2:21][C:22]1[CH:27]=[CH:26][CH:25]=[CH:24][CH:23]=1)=[O:19].O. Product: [O:9]=[C:6]1[CH2:7][CH2:8][N:3]([CH2:17][C:18]([O:20][CH2:21][C:22]2[CH:27]=[CH:26][CH:25]=[CH:24][CH:23]=2)=[O:19])[CH2:4][CH2:5]1. The catalyst class is: 3. (6) Reactant: [CH2:1]([N:8]1[CH2:13][CH2:12][N:11]([C:14]([C:16]2[CH:20]=[C:19]([CH3:21])[N:18]([C:22]3[CH:27]=[CH:26][CH:25]=[CH:24][CH:23]=3)[C:17]=2[C:28]2[CH:33]=[CH:32][CH:31]=[CH:30][CH:29]=2)=[O:15])[C@H:10]([CH2:34][C:35]2[CH:40]=[CH:39][C:38]([OH:41])=[CH:37][CH:36]=2)[CH2:9]1)[C:2]1[CH:7]=[CH:6][CH:5]=[CH:4][CH:3]=1.Br[CH2:43][C:44]([O:46][CH2:47][CH3:48])=[O:45].CN(C=O)C.C(=O)([O-])[O-].[K+].[K+]. Product: [CH2:1]([N:8]1[CH2:13][CH2:12][N:11]([C:14]([C:16]2[CH:20]=[C:19]([CH3:21])[N:18]([C:22]3[CH:27]=[CH:26][CH:25]=[CH:24][CH:23]=3)[C:17]=2[C:28]2[CH:29]=[CH:30][CH:31]=[CH:32][CH:33]=2)=[O:15])[C@H:10]([CH2:34][C:35]2[CH:40]=[CH:39][C:38]([O:41][CH2:43][C:44]([O:46][CH2:47][CH3:48])=[O:45])=[CH:37][CH:36]=2)[CH2:9]1)[C:2]1[CH:3]=[CH:4][CH:5]=[CH:6][CH:7]=1. The catalyst class is: 6. (7) Reactant: C(O[CH:5]([C:14]1[CH:19]=[CH:18][C:17]([C:20](=[O:26])[N:21]([CH2:24][CH3:25])[CH2:22][CH3:23])=[CH:16][CH:15]=1)[C:6]1[CH:11]=[CH:10][CH:9]=[CH:8][C:7]=1[O:12][CH3:13])(=O)C.C([O-])=O.[NH4+]. Product: [CH2:24]([N:21]([CH2:22][CH3:23])[C:20]([C:17]1[CH:18]=[CH:19][C:14]([CH2:5][C:6]2[CH:11]=[CH:10][CH:9]=[CH:8][C:7]=2[O:12][CH3:13])=[CH:15][CH:16]=1)=[O:26])[CH3:25]. The catalyst class is: 19.